This data is from Forward reaction prediction with 1.9M reactions from USPTO patents (1976-2016). The task is: Predict the product of the given reaction. (1) Given the reactants [CH2:1]([N:4]([CH2:6][CH2:7][CH2:8][CH2:9][CH2:10][C:11]1[CH:12]=[C:13]2[C:17](=[CH:18][CH:19]=1)[NH:16][CH:15]=[CH:14]2)[CH3:5])[CH:2]=[CH2:3].[Br:20][C:21]1[CH:26]=[CH:25][CH:24]=[C:23](F)[CH:22]=1, predict the reaction product. The product is: [CH2:1]([N:4]([CH2:6][CH2:7][CH2:8][CH2:9][CH2:10][C:11]1[CH:12]=[C:13]2[C:17](=[CH:18][CH:19]=1)[N:16]([C:23]1[CH:24]=[CH:25][CH:26]=[C:21]([Br:20])[CH:22]=1)[CH:15]=[CH:14]2)[CH3:5])[CH:2]=[CH2:3]. (2) The product is: [F:22][C:19]1([F:23])[O:18][C:17]2[CH:16]=[CH:15][CH:14]=[C:13]([B:24]([OH:27])[OH:25])[C:21]=2[O:20]1. Given the reactants [Li]CCCC.CCCCCC.Br[C:13]1[C:21]2[O:20][C:19]([F:23])([F:22])[O:18][C:17]=2[CH:16]=[CH:15][CH:14]=1.[B:24](OC)([O:27]C)[O:25]C, predict the reaction product. (3) The product is: [C:1]([O:5][C:6](=[O:20])[NH:7][C@@H:8]1[C:14](=[O:15])[N:13]([CH2:29][C:30]([F:33])([F:32])[F:31])[C:12]2[CH:16]=[CH:17][CH:18]=[CH:19][C:11]=2[NH:10][CH2:9]1)([CH3:4])([CH3:2])[CH3:3]. Given the reactants [C:1]([O:5][C:6](=[O:20])[NH:7][C@@H:8]1[C:14](=[O:15])[NH:13][C:12]2[CH:16]=[CH:17][CH:18]=[CH:19][C:11]=2[NH:10][CH2:9]1)([CH3:4])([CH3:3])[CH3:2].O([CH2:29][C:30]([F:33])([F:32])[F:31])S(C(F)(F)F)(=O)=O.ClCCl, predict the reaction product.